This data is from Peptide-MHC class II binding affinity with 134,281 pairs from IEDB. The task is: Regression. Given a peptide amino acid sequence and an MHC pseudo amino acid sequence, predict their binding affinity value. This is MHC class II binding data. The peptide sequence is SPLTASKLTYENVKM. The MHC is DRB3_0202 with pseudo-sequence DRB3_0202. The binding affinity (normalized) is 0.363.